Dataset: Merck oncology drug combination screen with 23,052 pairs across 39 cell lines. Task: Regression. Given two drug SMILES strings and cell line genomic features, predict the synergy score measuring deviation from expected non-interaction effect. (1) Drug 1: COC1=C2CC(C)CC(OC)C(O)C(C)C=C(C)C(OC(N)=O)C(OC)C=CC=C(C)C(=O)NC(=CC1=O)C2=O. Drug 2: Cn1c(=O)n(-c2ccc(C(C)(C)C#N)cc2)c2c3cc(-c4cnc5ccccc5c4)ccc3ncc21. Cell line: OCUBM. Synergy scores: synergy=15.9. (2) Cell line: LNCAP. Drug 1: CC(=O)OC1C(=O)C2(C)C(O)CC3OCC3(OC(C)=O)C2C(OC(=O)c2ccccc2)C2(O)CC(OC(=O)C(O)C(NC(=O)c3ccccc3)c3ccccc3)C(C)=C1C2(C)C. Drug 2: CCc1cnn2c(NCc3ccc[n+]([O-])c3)cc(N3CCCCC3CCO)nc12. Synergy scores: synergy=-25.7. (3) Drug 1: COc1cccc2c1C(=O)c1c(O)c3c(c(O)c1C2=O)CC(O)(C(=O)CO)CC3OC1CC(N)C(O)C(C)O1. Drug 2: NC(=O)c1cccc2cn(-c3ccc(C4CCCNC4)cc3)nc12. Cell line: SKMEL30. Synergy scores: synergy=1.94. (4) Drug 1: CN1C(=O)C=CC2(C)C3CCC4(C)C(NC(=O)OCC(F)(F)F)CCC4C3CCC12. Drug 2: Cc1nc(Nc2ncc(C(=O)Nc3c(C)cccc3Cl)s2)cc(N2CCN(CCO)CC2)n1. Cell line: KPL1. Synergy scores: synergy=1.37. (5) Drug 1: O=C(NOCC(O)CO)c1ccc(F)c(F)c1Nc1ccc(I)cc1F. Drug 2: Cn1c(=O)n(-c2ccc(C(C)(C)C#N)cc2)c2c3cc(-c4cnc5ccccc5c4)ccc3ncc21. Cell line: UWB1289. Synergy scores: synergy=75.4. (6) Drug 1: CN1C(=O)C=CC2(C)C3CCC4(C)C(NC(=O)OCC(F)(F)F)CCC4C3CCC12. Drug 2: CC(=O)OC1C(=O)C2(C)C(O)CC3OCC3(OC(C)=O)C2C(OC(=O)c2ccccc2)C2(O)CC(OC(=O)C(O)C(NC(=O)c3ccccc3)c3ccccc3)C(C)=C1C2(C)C. Cell line: OCUBM. Synergy scores: synergy=0.445. (7) Synergy scores: synergy=-1.27. Cell line: MSTO. Drug 2: COC1=C2CC(C)CC(OC)C(O)C(C)C=C(C)C(OC(N)=O)C(OC)C=CC=C(C)C(=O)NC(=CC1=O)C2=O. Drug 1: CN(C)C(=N)N=C(N)N. (8) Drug 1: CN(Cc1cnc2nc(N)nc(N)c2n1)c1ccc(C(=O)NC(CCC(=O)O)C(=O)O)cc1. Drug 2: Cn1cc(-c2cnn3c(N)c(Br)c(C4CCCNC4)nc23)cn1. Cell line: EFM192B. Synergy scores: synergy=7.85. (9) Drug 1: CC(=O)OC1C(=O)C2(C)C(O)CC3OCC3(OC(C)=O)C2C(OC(=O)c2ccccc2)C2(O)CC(OC(=O)C(O)C(NC(=O)c3ccccc3)c3ccccc3)C(C)=C1C2(C)C. Drug 2: CCc1cnn2c(NCc3ccc[n+]([O-])c3)cc(N3CCCCC3CCO)nc12. Cell line: ZR751. Synergy scores: synergy=-18.2.